From a dataset of Catalyst prediction with 721,799 reactions and 888 catalyst types from USPTO. Predict which catalyst facilitates the given reaction. (1) Reactant: [C:1](=O)([O-])[O-].[K+].[K+].CI.[OH:9][C:10]1[C:11]([C:26]2[O:30][N:29]=[C:28]([C:31]([F:34])([F:33])[F:32])[CH:27]=2)=[C:12]([O:20][C:21](=[O:25])[CH:22]([CH3:24])[CH3:23])[C:13]2[C:14]([N:19]=1)=[N:15][CH:16]=[CH:17][N:18]=2. The catalyst class is: 647. Product: [CH3:1][N:19]1[C:14]2=[N:15][CH:16]=[CH:17][N:18]=[C:13]2[C:12]([O:20][C:21](=[O:25])[CH:22]([CH3:24])[CH3:23])=[C:11]([C:26]2[O:30][N:29]=[C:28]([C:31]([F:33])([F:32])[F:34])[CH:27]=2)[C:10]1=[O:9]. (2) Product: [Cl:1][C:2]1[C:6]([N:7]([CH2:15][CH3:16])[C:8](=[O:14])[CH:9]([CH3:13])[CH2:10][CH:11]=[O:23])=[CH:5][N:4]([C:17]2[CH:18]=[N:19][CH:20]=[CH:21][CH:22]=2)[N:3]=1. Reactant: [Cl:1][C:2]1[C:6]([N:7]([CH2:15][CH3:16])[C:8](=[O:14])[CH:9]([CH3:13])[CH2:10][CH:11]=C)=[CH:5][N:4]([C:17]2[CH:18]=[N:19][CH:20]=[CH:21][CH:22]=2)[N:3]=1.[O:23]=[O+][O-].O=O.C1(P(C2C=CC=CC=2)C2C=CC=CC=2)C=CC=CC=1. The catalyst class is: 61.